Dataset: Catalyst prediction with 721,799 reactions and 888 catalyst types from USPTO. Task: Predict which catalyst facilitates the given reaction. (1) Reactant: O=[CH:2][CH2:3][C:4]1([C:20]([O:22]C)=O)[CH2:9][CH2:8][N:7]([C:10]([O:12][CH2:13][C:14]2[CH:19]=[CH:18][CH:17]=[CH:16][CH:15]=2)=[O:11])[CH2:6][CH2:5]1.Cl.[NH2:25][C@@H:26]1[CH2:31][CH2:30][C@H:29]([OH:32])[CH2:28][CH2:27]1.C(N(CC)CC)C.C(O[BH-](OC(=O)C)OC(=O)C)(=O)C.[Na+]. Product: [OH:32][C@@H:29]1[CH2:30][CH2:31][C@H:26]([N:25]2[CH2:2][CH2:3][C:4]3([CH2:5][CH2:6][N:7]([C:10]([O:12][CH2:13][C:14]4[CH:15]=[CH:16][CH:17]=[CH:18][CH:19]=4)=[O:11])[CH2:8][CH2:9]3)[C:20]2=[O:22])[CH2:27][CH2:28]1. The catalyst class is: 417. (2) Reactant: [OH:1][C:2]([C:43]1[S:44][CH:45]=[CH:46][CH:47]=1)([C:38]1[S:39][CH:40]=[CH:41][CH:42]=1)[C:3]([O:5][C@H:6]1[CH2:11][CH2:10][C@H:9]([N:12]([CH2:14][CH2:15][O:16][C:17]([NH:19][C:20]2[CH:25]=[C:24]([O:26][CH3:27])[C:23]([CH2:28][O:29][Si](C(C)(C)C)(C)C)=[CH:22][C:21]=2[Cl:37])=[O:18])[CH3:13])[CH2:8][CH2:7]1)=[O:4].Cl.C(=O)([O-])O.[Na+]. Product: [OH:1][C:2]([C:38]1[S:39][CH:40]=[CH:41][CH:42]=1)([C:43]1[S:44][CH:45]=[CH:46][CH:47]=1)[C:3]([O:5][C@H:6]1[CH2:7][CH2:8][C@H:9]([N:12]([CH2:14][CH2:15][O:16][C:17]([NH:19][C:20]2[CH:25]=[C:24]([O:26][CH3:27])[C:23]([CH2:28][OH:29])=[CH:22][C:21]=2[Cl:37])=[O:18])[CH3:13])[CH2:10][CH2:11]1)=[O:4]. The catalyst class is: 1. (3) Reactant: [F:1][C:2]([F:19])([F:18])[C:3]([C:5]1[CH:10]=[CH:9][CH:8]=[C:7]([CH:11]2[CH2:16][CH2:15][NH:14][CH2:13][CH2:12]2)[C:6]=1[F:17])=[O:4].C(=O)([O-])[O-].[K+].[K+].[CH2:26](Br)[CH:27]=[CH2:28]. Product: [CH2:28]([N:14]1[CH2:15][CH2:16][CH:11]([C:7]2[C:6]([F:17])=[C:5]([C:3](=[O:4])[C:2]([F:1])([F:18])[F:19])[CH:10]=[CH:9][CH:8]=2)[CH2:12][CH2:13]1)[CH:27]=[CH2:26]. The catalyst class is: 10. (4) Reactant: COC1C=CC(C([NH:20][C:21]2[N:29]=[CH:28][N:27]=[C:26]3[C:22]=2[N:23]=[CH:24][N:25]3[C@H:30]2[O:35][C@@H:34]([CH2:36][O:37]C(C3C=CC=CC=3)(C3C=CC=CC=3)C3C=CC(OC)=CC=3)[C@H:32]([OH:33])[CH2:31]2)(C2C=CC=CC=2)C2C=CC=CC=2)=CC=1. Product: [CH2:31]1[C@@H:30]([N:25]2[C:26]3[N:27]=[CH:28][N:29]=[C:21]([NH2:20])[C:22]=3[N:23]=[CH:24]2)[O:35][C@@H:34]([CH2:36][OH:37])[C@@H:32]1[OH:33]. The catalyst class is: 15. (5) Reactant: [NH:1]1[CH2:6][CH2:5][CH2:4][CH:3]([CH:7]([CH3:11])[C:8]([OH:10])=O)[CH2:2]1.Cl.CN(C)CCCN=C=NCC.[O:24]1[CH2:29][CH2:28][CH2:27][CH2:26][CH:25]1[N:30]1[C:38]2[C:33](=[CH:34][C:35]([C:39]3[N:43]=[CH:42][N:41]([C:44]([C:57]4[CH:62]=[CH:61][CH:60]=[CH:59][CH:58]=4)([C:51]4[CH:56]=[CH:55][CH:54]=[CH:53][CH:52]=4)[C:45]4[CH:50]=[CH:49][CH:48]=[CH:47][CH:46]=4)[N:40]=3)=[CH:36][CH:37]=2)[C:32]([C:63]2[CH:64]=[C:65]([NH2:69])[CH:66]=[CH:67][CH:68]=2)=[N:31]1.CN(C)C=O. Product: [O:24]1[CH2:29][CH2:28][CH2:27][CH2:26][CH:25]1[N:30]1[C:38]2[C:33](=[CH:34][C:35]([C:39]3[N:43]=[CH:42][N:41]([C:44]([C:45]4[CH:46]=[CH:47][CH:48]=[CH:49][CH:50]=4)([C:57]4[CH:62]=[CH:61][CH:60]=[CH:59][CH:58]=4)[C:51]4[CH:56]=[CH:55][CH:54]=[CH:53][CH:52]=4)[N:40]=3)=[CH:36][CH:37]=2)[C:32]([C:63]2[CH:64]=[C:65]([NH:69][C:8](=[O:10])[CH:7]([CH:3]3[CH2:4][CH2:5][CH2:6][NH:1][CH2:2]3)[CH3:11])[CH:66]=[CH:67][CH:68]=2)=[N:31]1. The catalyst class is: 4.